This data is from Reaction yield outcomes from USPTO patents with 853,638 reactions. The task is: Predict the reaction yield, written as a fraction of the theoretical maximum amount of product (1.0 means a 100% yield; for example, 0.34 means a 34% yield). The reactants are [H-].[Na+].[CH2:3]([OH:6])[CH2:4][OH:5].[CH3:7][N:8]1[C:13](=[O:14])[C:12]2[C:15]([C:36]3[CH:41]=[CH:40][CH:39]=[CH:38][CH:37]=3)=[C:16]([C:18]3[CH:23]=[CH:22][C:21]([C:24]4([NH:28][C:29](=[O:35])[O:30][C:31]([CH3:34])([CH3:33])[CH3:32])[CH2:27][CH2:26][CH2:25]4)=[CH:20][CH:19]=3)[O:17][C:11]=2[N:10]=[C:9]1S(C)(=O)=O. The catalyst is CN(C=O)C. The product is [OH:5][CH2:4][CH2:3][O:6][C:9]1[N:8]([CH3:7])[C:13](=[O:14])[C:12]2[C:15]([C:36]3[CH:37]=[CH:38][CH:39]=[CH:40][CH:41]=3)=[C:16]([C:18]3[CH:23]=[CH:22][C:21]([C:24]4([NH:28][C:29](=[O:35])[O:30][C:31]([CH3:32])([CH3:33])[CH3:34])[CH2:27][CH2:26][CH2:25]4)=[CH:20][CH:19]=3)[O:17][C:11]=2[N:10]=1. The yield is 0.790.